Dataset: Reaction yield outcomes from USPTO patents with 853,638 reactions. Task: Predict the reaction yield, written as a fraction of the theoretical maximum amount of product (1.0 means a 100% yield; for example, 0.34 means a 34% yield). (1) The reactants are [F:1][C:2]1[C:3]([CH2:8][C:9]([NH:11][C:12]2[CH:17]=[CH:16][CH:15]=[C:14]([B:18]3[O:22][C:21]([CH3:24])([CH3:23])[C:20]([CH3:26])([CH3:25])[O:19]3)[C:13]=2[CH3:27])=[O:10])=[N:4][CH:5]=[CH:6][CH:7]=1.C1N=CN([C:33](N2C=NC=C2)=[O:34])C=1. The catalyst is C1(C)C=CC=CC=1.CCOC(C)=O. The product is [F:1][C:2]1[C:3]2[N:4]([C:33](=[O:34])[N:11]([C:12]3[CH:17]=[CH:16][CH:15]=[C:14]([B:18]4[O:22][C:21]([CH3:23])([CH3:24])[C:20]([CH3:26])([CH3:25])[O:19]4)[C:13]=3[CH3:27])[C:9](=[O:10])[CH:8]=2)[CH:5]=[CH:6][CH:7]=1. The yield is 0.650. (2) The reactants are [Cl:1][C:2]1[N:7]=[C:6](Cl)[CH:5]=[C:4]([CH3:9])[N:3]=1.[NH2:10][C:11]1[CH:16]=[CH:15][C:14]([C:17]#[N:18])=[CH:13][N:12]=1.C(=O)([O-])[O-].[Cs+].[Cs+].CC1(C)C2C=CC=C(P(C3C=CC=CC=3)C3C=CC=CC=3)C=2OC2C1=CC=CC=2P(C1C=CC=CC=1)C1C=CC=CC=1. The catalyst is O1CCOCC1.[Pd].[Pd].C(=CC(C=CC1C=CC=CC=1)=O)C1C=CC=CC=1.C(=CC(C=CC1C=CC=CC=1)=O)C1C=CC=CC=1.C(=CC(C=CC1C=CC=CC=1)=O)C1C=CC=CC=1. The product is [Cl:1][C:2]1[N:7]=[C:6]([NH:10][C:11]2[CH:16]=[CH:15][C:14]([C:17]#[N:18])=[CH:13][N:12]=2)[CH:5]=[C:4]([CH3:9])[N:3]=1. The yield is 0.100. (3) The reactants are [CH3:1][C:2]1[CH:6]=[C:5]([NH2:7])[S:4][N:3]=1.Br[C:9]1[C:10](=[O:17])[N:11]([CH3:16])[CH:12]=[C:13]([Br:15])[N:14]=1.C1C=CC(P(C2C(C3C(P(C4C=CC=CC=4)C4C=CC=CC=4)=CC=C4C=3C=CC=C4)=C3C(C=CC=C3)=CC=2)C2C=CC=CC=2)=CC=1.C([O-])([O-])=O.[K+].[K+]. The catalyst is CC([O-])=O.CC([O-])=O.[Pd+2].O1CCOCC1. The product is [Br:15][C:13]1[N:14]=[C:9]([NH:7][C:5]2[S:4][N:3]=[C:2]([CH3:1])[CH:6]=2)[C:10](=[O:17])[N:11]([CH3:16])[CH:12]=1. The yield is 0.500. (4) The reactants are [CH3:1][NH:2][C:3]([C:5]1[C:6]([C:13]2[CH:18]=[CH:17][CH:16]=[CH:15][CH:14]=2)=[N:7][O:8][C:9]=1[C:10]([OH:12])=O)=[O:4].O/[N:20]=[C:21](/[C:23]1[CH:40]=[CH:39][C:26]([CH2:27][N:28]2[CH2:31][CH:30]([C:32]([O:34][C:35]([CH3:38])([CH3:37])[CH3:36])=[O:33])[CH2:29]2)=[CH:25][CH:24]=1)\[NH2:22].C1C=CC2N(O)N=NC=2C=1.C(Cl)CCl.C(N(C(C)C)CC)(C)C. The catalyst is CN(C=O)C. The product is [CH3:1][NH:2][C:3]([C:5]1[C:6]([C:13]2[CH:18]=[CH:17][CH:16]=[CH:15][CH:14]=2)=[N:7][O:8][C:9]=1[C:10]1[O:12][N:22]=[C:21]([C:23]2[CH:24]=[CH:25][C:26]([CH2:27][N:28]3[CH2:29][CH:30]([C:32]([O:34][C:35]([CH3:36])([CH3:38])[CH3:37])=[O:33])[CH2:31]3)=[CH:39][CH:40]=2)[N:20]=1)=[O:4]. The yield is 0.433. (5) The reactants are [CH3:1][O:2][C:3]1[CH:4]=[C:5]([CH:11]=[CH:12][C:13]=1[O:14][CH2:15][C@@H:16]1[CH2:20][CH2:19][CH2:18][NH:17]1)[C:6]([O:8][CH2:9][CH3:10])=[O:7].[CH3:21][O:22][C:23]1[CH:24]=[C:25]([CH2:40][C:41](O)=[O:42])[CH:26]=[CH:27][C:28]=1[NH:29][C:30]([NH:32][C:33]1[CH:38]=[CH:37][CH:36]=[CH:35][C:34]=1[CH3:39])=[O:31].CCN(CC)CC. The catalyst is CN(C=O)C.CCOC(C)=O. The product is [CH3:1][O:2][C:3]1[CH:4]=[C:5]([CH:11]=[CH:12][C:13]=1[O:14][CH2:15][C@@H:16]1[CH2:20][CH2:19][CH2:18][N:17]1[C:41](=[O:42])[CH2:40][C:25]1[CH:26]=[CH:27][C:28]([NH:29][C:30]([NH:32][C:33]2[CH:38]=[CH:37][CH:36]=[CH:35][C:34]=2[CH3:39])=[O:31])=[C:23]([O:22][CH3:21])[CH:24]=1)[C:6]([O:8][CH2:9][CH3:10])=[O:7]. The yield is 0.950. (6) The reactants are [F:1][C:2]1[C:3](=[O:41])[N:4]([CH2:16][CH2:17][CH:18]([F:40])[CH2:19][N:20]2[CH:24]=[C:23]([C:25](=[O:39])[NH:26][CH2:27][C:28]3[CH:33]=[CH:32][CH:31]=[C:30]([O:34][C:35]([F:38])([F:37])[F:36])[CH:29]=3)[N:22]=[N:21]2)[CH:5]=[CH:6][C:7]=1[NH:8][C:9](=[O:15])[C:10]([O:12]CC)=[O:11].[OH-].[Li+:43]. The catalyst is C1COCC1.CO. The product is [F:1][C:2]1[C:3](=[O:41])[N:4]([CH2:16][CH2:17][CH:18]([F:40])[CH2:19][N:20]2[CH:24]=[C:23]([C:25](=[O:39])[NH:26][CH2:27][C:28]3[CH:33]=[CH:32][CH:31]=[C:30]([O:34][C:35]([F:38])([F:36])[F:37])[CH:29]=3)[N:22]=[N:21]2)[CH:5]=[CH:6][C:7]=1[NH:8][C:9](=[O:15])[C:10]([O-:12])=[O:11].[Li+:43]. The yield is 1.00. (7) The catalyst is C(Cl)Cl. The yield is 0.580. The product is [F:1][C:2]1[CH:7]=[CH:6][C:5]([F:8])=[CH:4][C:3]=1[CH:9]1[CH2:13][CH2:12][CH2:11][N:10]1[C:14]1[CH:19]=[CH:18][N:17]2[N:20]=[CH:21][C:22]([C:23]3[O:31][C:27]([CH:28]([CH3:29])[CH3:30])=[N:26][N:25]=3)=[C:16]2[N:15]=1. The reactants are [F:1][C:2]1[CH:7]=[CH:6][C:5]([F:8])=[CH:4][C:3]=1[CH:9]1[CH2:13][CH2:12][CH2:11][N:10]1[C:14]1[CH:19]=[CH:18][N:17]2[N:20]=[CH:21][C:22]([C:23]([NH:25][NH:26][C:27](=[O:31])[CH:28]([CH3:30])[CH3:29])=O)=[C:16]2[N:15]=1.N1C=CC=CC=1.S(OS(C(F)(F)F)(=O)=O)(C(F)(F)F)(=O)=O. (8) The reactants are [Cl:1][C:2]1[CH:7]=[C:6]([N:8]=[C:9]=[S:10])[CH:5]=[C:4]([Cl:11])[CH:3]=1.[C:12]([NH-:14])#[N:13].[Na+].[CH3:16]I. The catalyst is C(#N)C.CO. The product is [C:12]([NH:14][C:9](=[N:8][C:6]1[CH:7]=[C:2]([Cl:1])[CH:3]=[C:4]([Cl:11])[CH:5]=1)[S:10][CH3:16])#[N:13]. The yield is 0.630. (9) The reactants are [F:1][C:2]([F:19])([F:18])[C:3]1[N:8]=[C:7]([O:9][C:10]2[CH:17]=[CH:16][C:13]([CH:14]=O)=[CH:12][CH:11]=2)[CH:6]=[CH:5][CH:4]=1.[H-].[Na+].[CH2:22]1COCC1. The catalyst is [Br-].C[P+](C1C=CC=CC=1)(C1C=CC=CC=1)C1C=CC=CC=1. The product is [F:1][C:2]([F:19])([F:18])[C:3]1[CH:4]=[CH:5][CH:6]=[C:7]([O:9][C:10]2[CH:17]=[CH:16][C:13]([CH:14]=[CH2:22])=[CH:12][CH:11]=2)[N:8]=1. The yield is 0.604.